The task is: Binary Classification. Given a miRNA mature sequence and a target amino acid sequence, predict their likelihood of interaction.. This data is from Experimentally validated miRNA-target interactions with 360,000+ pairs, plus equal number of negative samples. The miRNA is hsa-miR-3180-5p with sequence CUUCCAGACGCUCCGCCCCACGUCG. The protein sequence of the target gene is MRQLCRGRVLGISVAIAHGVFSGSLNILLKFLISRYQFSFLTLVQCLTSSTAALSLELLRRLGLIAVPPFGLSLARSFAGVAVLSTLQSSLTLWSLRGLSLPMYVVFKRCLPLVTMLIGVLVLKNGAPSPGVLAAVLITTCGAALAGAGDLTGDPIGYVTGVLAVLVHAAYLVLIQKASADTEHGPLTAQYVIAVSATPLLVICSFASTDSIHAWTFPGWKDPAMVSIFVACILIGCAMNFTTLHCTYINSAVTTSFVGVVKSIATITVGMVAFSDVEPTSLFIAGVVVNTLGSIIYCVA.... Result: 0 (no interaction).